Predict the reactants needed to synthesize the given product. From a dataset of Full USPTO retrosynthesis dataset with 1.9M reactions from patents (1976-2016). Given the product [OH:6][C:7]1[CH:24]=[CH:23][C:10]([C:11]2[O:12][C:13]3[C:18]([C:19](=[O:21])[CH:20]=2)=[CH:17][CH:16]=[C:15]([OH:22])[CH:14]=3)=[CH:9][CH:8]=1, predict the reactants needed to synthesize it. The reactants are: B(Br)(Br)Br.C[O:6][C:7]1[CH:24]=[CH:23][C:10]([C:11]2[O:12][C:13]3[C:18]([C:19](=[O:21])[CH:20]=2)=[CH:17][CH:16]=[C:15]([OH:22])[CH:14]=3)=[CH:9][CH:8]=1.